This data is from NCI-60 drug combinations with 297,098 pairs across 59 cell lines. The task is: Regression. Given two drug SMILES strings and cell line genomic features, predict the synergy score measuring deviation from expected non-interaction effect. (1) Drug 1: CS(=O)(=O)CCNCC1=CC=C(O1)C2=CC3=C(C=C2)N=CN=C3NC4=CC(=C(C=C4)OCC5=CC(=CC=C5)F)Cl. Drug 2: N.N.Cl[Pt+2]Cl. Cell line: CCRF-CEM. Synergy scores: CSS=43.8, Synergy_ZIP=0.129, Synergy_Bliss=1.80, Synergy_Loewe=-5.05, Synergy_HSA=2.96. (2) Drug 1: CC1CCC2CC(C(=CC=CC=CC(CC(C(=O)C(C(C(=CC(C(=O)CC(OC(=O)C3CCCCN3C(=O)C(=O)C1(O2)O)C(C)CC4CCC(C(C4)OC)O)C)C)O)OC)C)C)C)OC. Drug 2: CC=C1C(=O)NC(C(=O)OC2CC(=O)NC(C(=O)NC(CSSCCC=C2)C(=O)N1)C(C)C)C(C)C. Cell line: COLO 205. Synergy scores: CSS=7.13, Synergy_ZIP=-0.565, Synergy_Bliss=-2.57, Synergy_Loewe=-25.4, Synergy_HSA=-6.28. (3) Drug 1: C1CCC(C1)C(CC#N)N2C=C(C=N2)C3=C4C=CNC4=NC=N3. Drug 2: C1=CN(C=N1)CC(O)(P(=O)(O)O)P(=O)(O)O. Cell line: HOP-62. Synergy scores: CSS=5.34, Synergy_ZIP=9.59, Synergy_Bliss=9.68, Synergy_Loewe=6.14, Synergy_HSA=5.90. (4) Drug 1: COC1=NC(=NC2=C1N=CN2C3C(C(C(O3)CO)O)O)N. Drug 2: CC12CCC3C(C1CCC2OP(=O)(O)O)CCC4=C3C=CC(=C4)OC(=O)N(CCCl)CCCl.[Na+]. Cell line: SNB-75. Synergy scores: CSS=2.76, Synergy_ZIP=-1.48, Synergy_Bliss=-0.644, Synergy_Loewe=1.59, Synergy_HSA=-0.175.